This data is from Drug half-life prediction data from Obach et al.. The task is: Regression/Classification. Given a drug SMILES string, predict its absorption, distribution, metabolism, or excretion properties. Task type varies by dataset: regression for continuous measurements (e.g., permeability, clearance, half-life) or binary classification for categorical outcomes (e.g., BBB penetration, CYP inhibition). For this dataset (half_life_obach), we predict log10(half-life) (log10 of half-life in hours). (1) The molecule is CCOC(=O)C1=C(C)NC(C)=C(C(=O)OC)C1c1cccc(Cl)c1Cl. The log10(half-life) is 1.00. (2) The molecule is Cc1cc(-n2cccc2)c(S(C)(=O)=O)cc1C(=O)N=C(N)N. The log10(half-life) is 0.340. (3) The compound is CCCc1cc(=O)[nH]c(=S)[nH]1. The log10(half-life) is 0.110. (4) The compound is CC1(C)O[C@@H]2C[C@H]3[C@@H]4CCC5=CC(=O)C=C[C@]5(C)[C@@]4(F)[C@@H](O)C[C@]3(C)[C@]2(C(=O)CO)O1. The log10(half-life) is 0.380. (5) The drug is Oc1ccc2c(c1)[C@@]13CCCC[C@@]1(O)[C@@H](C2)N(CC1CCC1)CC3. The log10(half-life) is 0.680. (6) The drug is C[C@H](CCc1ccccc1)NC[C@H](O)c1ccc(O)c(C(N)=O)c1. The log10(half-life) is 0.520.